Dataset: CYP1A2 inhibition data for predicting drug metabolism from PubChem BioAssay. Task: Regression/Classification. Given a drug SMILES string, predict its absorption, distribution, metabolism, or excretion properties. Task type varies by dataset: regression for continuous measurements (e.g., permeability, clearance, half-life) or binary classification for categorical outcomes (e.g., BBB penetration, CYP inhibition). Dataset: cyp1a2_veith. The compound is CCOc1cc(NC(=O)c2cccs2)c(OCC)cc1NC(=O)c1ccco1. The result is 0 (non-inhibitor).